This data is from Forward reaction prediction with 1.9M reactions from USPTO patents (1976-2016). The task is: Predict the product of the given reaction. (1) Given the reactants [F:1][C:2]([F:16])([F:15])[C:3]1[CH:4]=[C:5]([N:9]2[CH2:14][CH2:13][NH:12][CH2:11][CH2:10]2)[CH:6]=[CH:7][CH:8]=1.FC1C=CC(N2CCNCC2)=CC=1.[CH:30]1([CH2:33][CH2:34][NH:35][C:36]([C:38]2[N:39]=[N:40][C:41](Cl)=[CH:42][CH:43]=2)=[O:37])[CH2:32][CH2:31]1, predict the reaction product. The product is: [CH:30]1([CH2:33][CH2:34][NH:35][C:36]([C:38]2[N:39]=[N:40][C:41]([N:12]3[CH2:13][CH2:14][N:9]([C:5]4[CH:6]=[CH:7][CH:8]=[C:3]([C:2]([F:1])([F:15])[F:16])[CH:4]=4)[CH2:10][CH2:11]3)=[CH:42][CH:43]=2)=[O:37])[CH2:32][CH2:31]1. (2) The product is: [Cl:22][C:23]1[CH:28]=[C:27]([C:2]2[CH:3]=[CH:4][C:5]3[N:11]4[CH2:10][CH2:9][CH:8]([CH2:13][CH2:12]4)[N:7]([C:14]([O:16][C:17]([CH3:20])([CH3:18])[CH3:19])=[O:15])[C:6]=3[N:21]=2)[CH:26]=[CH:25][CH:24]=1. Given the reactants Cl[C:2]1[CH:3]=[CH:4][C:5]2[N:11]3[CH2:12][CH2:13][CH:8]([CH2:9][CH2:10]3)[N:7]([C:14]([O:16][C:17]([CH3:20])([CH3:19])[CH3:18])=[O:15])[C:6]=2[N:21]=1.[Cl:22][C:23]1[CH:24]=[C:25](B(O)O)[CH:26]=[CH:27][CH:28]=1.C([O-])([O-])=O.[Cs+].[Cs+], predict the reaction product. (3) Given the reactants [CH2:1]([O:4][C:5]([C:7]1[CH:29]=[CH:28][C:10]2[N:11]([CH:15]3[CH2:20][CH2:19][N:18](C(OC(C)(C)C)=O)[CH2:17][CH2:16]3)[C:12](=[O:14])[NH:13][C:9]=2[CH:8]=1)=[O:6])[CH:2]=[CH2:3].[ClH:30], predict the reaction product. The product is: [ClH:30].[ClH:30].[CH2:1]([O:4][C:5]([C:7]1[CH:29]=[CH:28][C:10]2[N:11]([CH:15]3[CH2:16][CH2:17][NH:18][CH2:19][CH2:20]3)[C:12](=[O:14])[NH:13][C:9]=2[CH:8]=1)=[O:6])[CH:2]=[CH2:3].